Predict the product of the given reaction. From a dataset of Forward reaction prediction with 1.9M reactions from USPTO patents (1976-2016). Given the reactants [Br:1][C:2]1[C:3](=[O:30])[N:4]([C:22]2[C:27]([F:28])=[CH:26][CH:25]=[CH:24][C:23]=2[F:29])[C:5]([CH3:21])=[CH:6][C:7]=1[O:8][CH2:9][C:10]1[CH:19]=[CH:18][C:17]([F:20])=[CH:16][C:11]=1[C:12]([O:14]C)=[O:13].[OH-].[Na+].C(O)(=O)CC(CC(O)=O)(C(O)=O)O, predict the reaction product. The product is: [Br:1][C:2]1[C:3](=[O:30])[N:4]([C:22]2[C:27]([F:28])=[CH:26][CH:25]=[CH:24][C:23]=2[F:29])[C:5]([CH3:21])=[CH:6][C:7]=1[O:8][CH2:9][C:10]1[CH:19]=[CH:18][C:17]([F:20])=[CH:16][C:11]=1[C:12]([OH:14])=[O:13].